From a dataset of Reaction yield outcomes from USPTO patents with 853,638 reactions. Predict the reaction yield, written as a fraction of the theoretical maximum amount of product (1.0 means a 100% yield; for example, 0.34 means a 34% yield). (1) The reactants are [Cl:1][C:2]1[CH:7]=[CH:6][CH:5]=[CH:4][C:3]=1[C:8]1[N:9]([C:16]2[CH:21]=[CH:20][C:19]([C:22]3[CH:27]=[CH:26][CH:25]=[C:24]([S:28]([CH3:31])(=[O:30])=[O:29])[CH:23]=3)=[CH:18][CH:17]=2)[CH:10]=[C:11]([C:13](=O)[CH3:14])[N:12]=1.Cl.[NH2:33][OH:34].C([O-])(=O)C.[Na+].CO. The catalyst is CCOC(C)=O.O. The product is [Cl:1][C:2]1[CH:7]=[CH:6][CH:5]=[CH:4][C:3]=1[C:8]1[N:9]([C:16]2[CH:21]=[CH:20][C:19]([C:22]3[CH:27]=[CH:26][CH:25]=[C:24]([S:28]([CH3:31])(=[O:30])=[O:29])[CH:23]=3)=[CH:18][CH:17]=2)[CH:10]=[C:11]([C:13](=[N:33][OH:34])[CH3:14])[N:12]=1. The yield is 0.510. (2) The reactants are [OH:1][C:2]([C:4]1[CH:5]=[CH:6][C:7]([NH:10][C:11](=[O:36])[C:12]2[CH:17]=[C:16]([CH2:18][C:19]3[C:20](=[O:31])[C:21]([O:29][CH3:30])=[C:22]([O:27][CH3:28])[C:23](=[O:26])[C:24]=3[CH3:25])[CH:15]=[CH:14][C:13]=2[O:32]C(=O)C)=[N:8][CH:9]=1)=[O:3].C(=O)([O-])O.[Na+]. The catalyst is CO.Cl. The product is [OH:3][C:2]([C:4]1[CH:5]=[CH:6][C:7]([NH:10][C:11](=[O:36])[C:12]2[CH:17]=[C:16]([CH2:18][C:19]3[C:20](=[O:31])[C:21]([O:29][CH3:30])=[C:22]([O:27][CH3:28])[C:23](=[O:26])[C:24]=3[CH3:25])[CH:15]=[CH:14][C:13]=2[OH:32])=[N:8][CH:9]=1)=[O:1]. The yield is 0.790. (3) The reactants are [Cl:1][C:2]1[CH:3]=[C:4]([C:12]2[O:16][N:15]=[C:14]([CH:17]=[O:18])[CH:13]=2)[CH:5]=[CH:6][C:7]=1[O:8][CH:9]([CH3:11])[CH3:10].[Br-].[C:20]([C:22]1[CH:29]=[CH:28][C:25]([CH2:26][Zn+])=[CH:24][CH:23]=1)#[N:21].CCOC(C)=O.CCCCCCC. The catalyst is C1COCC1. The product is [Cl:1][C:2]1[CH:3]=[C:4]([C:12]2[O:16][N:15]=[C:14]([CH:17]([OH:18])[CH2:26][C:25]3[CH:28]=[CH:29][C:22]([C:20]#[N:21])=[CH:23][CH:24]=3)[CH:13]=2)[CH:5]=[CH:6][C:7]=1[O:8][CH:9]([CH3:11])[CH3:10]. The yield is 0.226. (4) The reactants are [NH2:1][C:2]1[C:11]2[CH:10]=[CH:9][C:8]([F:12])=[C:7](Br)[C:6]=2[N:5]=[C:4]2[CH2:14][N:15]([CH:18]3[CH2:21][CH2:20][CH2:19]3)[C:16](=[O:17])[C:3]=12.[CH3:22][O:23][C:24]1[CH:29]=[CH:28][CH:27]=[CH:26][C:25]=1B(O)O. No catalyst specified. The product is [NH2:1][C:2]1[C:11]2[CH:10]=[CH:9][C:8]([F:12])=[C:7]([C:25]3[CH:26]=[CH:27][CH:28]=[CH:29][C:24]=3[O:23][CH3:22])[C:6]=2[N:5]=[C:4]2[CH2:14][N:15]([CH:18]3[CH2:21][CH2:20][CH2:19]3)[C:16](=[O:17])[C:3]=12. The yield is 0.589.